Dataset: Reaction yield outcomes from USPTO patents with 853,638 reactions. Task: Predict the reaction yield, written as a fraction of the theoretical maximum amount of product (1.0 means a 100% yield; for example, 0.34 means a 34% yield). (1) The product is [NH2:1][CH2:2][CH2:3][CH2:4][C:5]([NH:7][C:47]1[CH:48]=[C:49]2[C:54](=[CH:55][CH:56]=1)[N:53]=[CH:52][N:51]=[C:50]2[NH:57][C:58]1[CH:63]=[CH:62][C:61]([O:64][C:65]2[CH:66]=[N:67][C:68]([CH3:71])=[CH:69][CH:70]=2)=[C:60]([CH3:72])[CH:59]=1)=[O:6]. The yield is 0.980. No catalyst specified. The reactants are [NH2:1][CH2:2][CH2:3][CH2:4][C:5]([NH:7]C1C=C2C(=CC=1)N=CN=C2NC1C=CC(OCC2C=CC=C(F)C=2)=C(Cl)C=1)=[O:6].C(OC(=O)NCCCC([C:47]1[CH:48]=[C:49]2[C:54](=[CH:55][CH:56]=1)[N:53]=[CH:52][N:51]=[C:50]2[NH:57][C:58]1[CH:63]=[CH:62][C:61]([O:64][C:65]2[CH:66]=[N:67][C:68]([CH3:71])=[CH:69][CH:70]=2)=[C:60]([CH3:72])[CH:59]=1)=O)(C)(C)C. (2) The reactants are [Br:1][C:2]1[CH:7]=[CH:6][C:5]([CH2:8][CH2:9][OH:10])=[CH:4][CH:3]=1.CCN(CC)CC.[C:18](Cl)(=[O:25])[C:19]1[CH:24]=[CH:23][CH:22]=[CH:21][CH:20]=1. The catalyst is C1COCC1. The product is [C:18]([O:10][CH2:9][CH2:8][C:5]1[CH:6]=[CH:7][C:2]([Br:1])=[CH:3][CH:4]=1)(=[O:25])[C:19]1[CH:24]=[CH:23][CH:22]=[CH:21][CH:20]=1. The yield is 0.990. (3) The reactants are [NH2:1][CH:2]1[CH2:7][CH2:6][N:5]([C:8]([O:10][CH2:11][C:12]2[CH:17]=[CH:16][CH:15]=[CH:14][CH:13]=2)=[O:9])[CH2:4][CH2:3]1.[CH3:18][C:19]1[N:20]=[CH:21][NH:22][C:23]=1[CH:24]=O.C(O[BH-](OC(=O)C)OC(=O)C)(=O)C.[Na+].C(=O)([O-])[O-].[K+].[K+]. The catalyst is ClCCCl.C(O)(=O)C. The product is [CH3:18][C:19]1[N:20]=[CH:21][NH:22][C:23]=1[CH2:24][NH:1][CH:2]1[CH2:3][CH2:4][N:5]([C:8]([O:10][CH2:11][C:12]2[CH:17]=[CH:16][CH:15]=[CH:14][CH:13]=2)=[O:9])[CH2:6][CH2:7]1. The yield is 0.570. (4) The reactants are [NH2:1][CH2:2][C:3]1[CH:4]=[CH:5][C:6]([NH2:12])=[N:7][C:8]=1[CH:9]1[CH2:11][CH2:10]1.[CH3:13][C:14]([O:17][C:18](O[C:18]([O:17][C:14]([CH3:16])([CH3:15])[CH3:13])=[O:19])=[O:19])([CH3:16])[CH3:15]. The catalyst is C(Cl)Cl. The product is [NH2:12][C:6]1[N:7]=[C:8]([CH:9]2[CH2:11][CH2:10]2)[C:3]([CH2:2][NH:1][C:18](=[O:19])[O:17][C:14]([CH3:16])([CH3:15])[CH3:13])=[CH:4][CH:5]=1. The yield is 0.370. (5) The reactants are [OH:1][C:2]1[CH:7]=[CH:6][C:5]([CH:8]2[O:17][C:16]3[C:11](=[CH:12][C:13]([OH:18])=[CH:14][CH:15]=3)[CH:10]3[CH2:19]S[CH2:21][CH:9]23)=[CH:4][CH:3]=1.O[O:23][S:24]([O-:26])=O.[K+].[O-]S([O-])=O.[Na+].[Na+]. The catalyst is CO.O.CCOC(C)=O. The product is [OH:1][C:2]1[CH:3]=[CH:4][C:5]([C@@H:8]2[O:17][C:16]3[C:11](=[CH:12][C:13]([OH:18])=[CH:14][CH:15]=3)[C@@H:10]3[CH2:19][S:24](=[O:26])(=[O:23])[CH2:21][C@H:9]23)=[CH:6][CH:7]=1. The yield is 0.770. (6) The reactants are Br[C:2]1[CH:3]=[C:4]([CH:7]=[CH:8][C:9]=1[O:10][CH2:11][O:12][CH3:13])[CH:5]=[O:6].[CH:14]([Sn](CCCC)(CCCC)CCCC)=[CH2:15].[F-].[K+]. The catalyst is C1(C)C=CC=CC=1.C(OCC)(=O)C.[Pd].C1(P(C2C=CC=CC=2)C2C=CC=CC=2)C=CC=CC=1.C1(P(C2C=CC=CC=2)C2C=CC=CC=2)C=CC=CC=1.C1(P(C2C=CC=CC=2)C2C=CC=CC=2)C=CC=CC=1.C1(P(C2C=CC=CC=2)C2C=CC=CC=2)C=CC=CC=1. The product is [CH3:13][O:12][CH2:11][O:10][C:9]1[CH:8]=[CH:7][C:4]([CH:5]=[O:6])=[CH:3][C:2]=1[CH:14]=[CH2:15]. The yield is 0.565. (7) The reactants are [CH:1]1([C:5]([OH:7])=[O:6])[CH2:4][CH2:3][CH2:2]1.OS(O)(=O)=O.O.[CH3:14][CH2:15]O. No catalyst specified. The product is [CH:1]1([C:5]([O:7][CH2:14][CH3:15])=[O:6])[CH2:4][CH2:3][CH2:2]1. The yield is 0.690. (8) The reactants are [Br:1][C:2]1[CH:10]=[C:9]2[C:5]([CH2:6][C:7]3([CH2:27][CH2:26][CH:25]([O:28][CH3:29])[CH2:24][CH2:23]3)[C:8]2([NH:16][S:17]([C:19]([CH3:22])([CH3:21])[CH3:20])=[O:18])[C:11]([O:13][CH2:14][CH3:15])=C)=[CH:4][CH:3]=1.[O-:30][Mn](=O)(=O)=O.[K+]. The catalyst is CC(C)=O. The product is [Br:1][C:2]1[CH:10]=[C:9]2[C:5]([CH2:6][C:7]3([CH2:27][CH2:26][CH:25]([O:28][CH3:29])[CH2:24][CH2:23]3)[C:8]2([NH:16][S:17]([C:19]([CH3:21])([CH3:22])[CH3:20])=[O:18])[C:11]([O:13][CH2:14][CH3:15])=[O:30])=[CH:4][CH:3]=1. The yield is 0.310. (9) The reactants are [F:1][C:2]1[CH:7]=[C:6]([CH2:8]O)[CH:5]=[CH:4][C:3]=1[C:10]1[C:11]([C:16]#[N:17])=[CH:12][CH:13]=[CH:14][CH:15]=1.P(Br)(Br)[Br:19].C(=O)([O-])O.[Na+]. The catalyst is C1(C)C=CC=CC=1. The product is [Br:19][CH2:8][C:6]1[CH:5]=[CH:4][C:3]([C:10]2[C:11]([C:16]#[N:17])=[CH:12][CH:13]=[CH:14][CH:15]=2)=[C:2]([F:1])[CH:7]=1. The yield is 1.00.